Dataset: Forward reaction prediction with 1.9M reactions from USPTO patents (1976-2016). Task: Predict the product of the given reaction. (1) Given the reactants [CH3:1][C:2]1[N:3]([CH2:8][C:9]2[CH:10]=[C:11]([NH2:15])[CH:12]=[CH:13][CH:14]=2)[C:4]([CH3:7])=[CH:5][N:6]=1.[Cl:16][C:17]1[CH:18]=[C:19]([CH:23]=[CH:24][C:25]=1[Cl:26])[C:20](O)=[O:21], predict the reaction product. The product is: [Cl:16][C:17]1[CH:18]=[C:19]([CH:23]=[CH:24][C:25]=1[Cl:26])[C:20]([NH:15][C:11]1[CH:12]=[CH:13][CH:14]=[C:9]([CH2:8][N:3]2[C:4]([CH3:7])=[CH:5][N:6]=[C:2]2[CH3:1])[CH:10]=1)=[O:21]. (2) The product is: [OH:22][C:20]([CH2:19][CH2:23][CH2:24][CH2:25][C@H:26]1[C@@H:34]2[C@@H:29]([NH:30][C:31]([NH:33]2)=[O:32])[CH2:28][S:27]1)=[O:21]. Given the reactants P(=S)(O)(O)OCCNCCCNCC.S([C:19](N1C(=O)CCC1=O)([CH2:23][CH2:24][CH2:25][C@H:26]1[C@@H:34]2[C@@H:29]([NH:30][C:31]([NH:33]2)=[O:32])[CH2:28][S:27]1)[C:20](=[O:22])[OH:21])(O)(=O)=O, predict the reaction product. (3) Given the reactants [Cl:1][C:2]1[CH:3]=[C:4]([C:8]2[C:13]([O:14][CH3:15])=[CH:12][CH:11]=[C:10]([C:16]([C:18]3[CH:23]=[CH:22][C:21]([NH:24]C(=O)C)=[CH:20][CH:19]=3)=[O:17])[C:9]=2[F:28])[CH:5]=[CH:6][CH:7]=1.Cl, predict the reaction product. The product is: [ClH:1].[NH2:24][C:21]1[CH:22]=[CH:23][C:18]([C:16]([C:10]2[C:9]([F:28])=[C:8]([C:4]3[CH:5]=[CH:6][CH:7]=[C:2]([Cl:1])[CH:3]=3)[C:13]([O:14][CH3:15])=[CH:12][CH:11]=2)=[O:17])=[CH:19][CH:20]=1. (4) Given the reactants C(O[C:4]([C:6]1[C:11]([NH:12][C:13]2[CH:14]=[N:15][CH:16]=[N:17][CH:18]=2)=[CH:10][N:9]=[C:8]([NH:19][CH2:20][CH2:21][O:22][CH3:23])[N:7]=1)=[O:5])C.Cl.[CH3:25][NH:26][C:27]([C:29]1[C:33]([NH2:34])=[CH:32][N:31]([CH3:35])[N:30]=1)=[O:28], predict the reaction product. The product is: [CH3:35][N:31]1[CH:32]=[C:33]([NH:34][C:4]([C:6]2[C:11]([NH:12][C:13]3[CH:18]=[N:17][CH:16]=[N:15][CH:14]=3)=[CH:10][N:9]=[C:8]([NH:19][CH2:20][CH2:21][O:22][CH3:23])[N:7]=2)=[O:5])[C:29]([C:27](=[O:28])[NH:26][CH3:25])=[N:30]1. (5) Given the reactants [C:1]([C:5]1[N:9]([CH2:10][CH:11]2[CH2:16][CH2:15][O:14][CH2:13][CH2:12]2)[C:8]2[CH:17]=[CH:18][C:19]([S:21](Cl)(=[O:23])=[O:22])=[CH:20][C:7]=2[N:6]=1)([CH3:4])([CH3:3])[CH3:2].[NH:25]1[CH2:30][CH2:29][O:28][CH2:27][CH2:26]1, predict the reaction product. The product is: [C:1]([C:5]1[N:9]([CH2:10][CH:11]2[CH2:16][CH2:15][O:14][CH2:13][CH2:12]2)[C:8]2[CH:17]=[CH:18][C:19]([S:21]([N:25]3[CH2:30][CH2:29][O:28][CH2:27][CH2:26]3)(=[O:23])=[O:22])=[CH:20][C:7]=2[N:6]=1)([CH3:4])([CH3:3])[CH3:2]. (6) Given the reactants C([N:3]([CH2:6]C)CC)C.[CH3:8][O:9][C:10]([CH2:12][CH2:13][CH2:14][CH2:15][CH:16]([C:19](O)=O)[CH2:17]C)=[O:11].C1C=CC(P(N=[N+]=[N-])(C2C=CC=CC=2)=[O:29])=CC=1.[CH3:39][C:40]([OH:43])([CH3:42])[CH3:41], predict the reaction product. The product is: [CH3:8][O:9][C:10]([C:12]12[CH2:17][C:16]([NH:3][C:6]([O:43][C:40]([CH3:42])([CH3:41])[CH3:39])=[O:29])([CH2:19]1)[CH2:15][CH2:14][CH2:13]2)=[O:11]. (7) Given the reactants C(OC([N:8]1[CH2:13][CH2:12][CH:11]([NH2:14])[CH2:10][CH2:9]1)=O)(C)(C)C.[NH2:15][C:16]1[C:17]([C:21]2[N:22]([CH2:38][CH3:39])[C:23]3[C:28]([C:29]4[CH:30]=[C:31]([CH:34]=[CH:35][CH:36]=4)[CH:32]=O)=[CH:27][N:26]=[CH:25][C:24]=3[N:37]=2)=[N:18][O:19][N:20]=1, predict the reaction product. The product is: [NH2:15][C:16]1[C:17]([C:21]2[N:22]([CH2:38][CH3:39])[C:23]3[C:28]([C:29]4[CH:30]=[C:31]([CH:34]=[CH:35][CH:36]=4)[CH2:32][NH:14][CH:11]4[CH2:10][CH2:9][NH:8][CH2:13][CH2:12]4)=[CH:27][N:26]=[CH:25][C:24]=3[N:37]=2)=[N:18][O:19][N:20]=1.